Dataset: Reaction yield outcomes from USPTO patents with 853,638 reactions. Task: Predict the reaction yield, written as a fraction of the theoretical maximum amount of product (1.0 means a 100% yield; for example, 0.34 means a 34% yield). (1) The reactants are [Cl-].O[NH3+:3].[C:4](=[O:7])([O-])[OH:5].[Na+].CS(C)=O.[CH2:13]([C:17]1[N:18]=[C:19]([CH3:49])[N:20]([C:39]2[CH:40]=[C:41]([NH:45][C:46](=[O:48])[CH3:47])[CH:42]=[CH:43][CH:44]=2)[C:21](=[O:38])[C:22]=1[CH2:23][C:24]1[CH:29]=[CH:28][C:27]([C:30]2[CH:35]=[CH:34][CH:33]=[CH:32][C:31]=2[C:36]#[N:37])=[CH:26][CH:25]=1)[CH2:14][CH2:15][CH3:16]. The catalyst is O.C(OCC)(=O)C. The product is [CH2:13]([C:17]1[N:18]=[C:19]([CH3:49])[N:20]([C:39]2[CH:40]=[C:41]([NH:45][C:46](=[O:48])[CH3:47])[CH:42]=[CH:43][CH:44]=2)[C:21](=[O:38])[C:22]=1[CH2:23][C:24]1[CH:25]=[CH:26][C:27]([C:30]2[CH:35]=[CH:34][CH:33]=[CH:32][C:31]=2[C:36]2[NH:3][C:4](=[O:7])[O:5][N:37]=2)=[CH:28][CH:29]=1)[CH2:14][CH2:15][CH3:16]. The yield is 0.620. (2) No catalyst specified. The reactants are [NH2:1][C@:2]12[CH2:37][CH2:36][C@@H:35]([C:38]([CH3:40])=[CH2:39])[C@@H:3]1[C@@H:4]1[C@@:17]([CH3:20])([CH2:18][CH2:19]2)[C@@:16]2([CH3:21])[C@@H:7]([C@:8]3([CH3:34])[C@@H:13]([CH2:14][CH2:15]2)[C:12]([CH3:23])([CH3:22])[C:11]([C:24]2[CH:33]=[CH:32][C:27]([C:28]([O:30]C)=[O:29])=[CH:26][CH:25]=2)=[CH:10][CH2:9]3)[CH2:6][CH2:5]1.CN(C)CCC(N[C@]12CC[C@@H](C(C)=C)[C@@H]1[C@@H]1[C@@](C)(CC2)[C@@]2(C)[C@@H]([C@]3(C)[C@@H](CC2)C(C)(C)C(C2C=CC(C(O)=O)=CC=2)=CC3)CC1)=O.[C:87]([O:91][C:92]([NH:94][C@H:95]1[CH2:99][CH2:98][N:97]([CH2:100][C:101]([OH:103])=O)[C:96]1=[O:104])=[O:93])([CH3:90])([CH3:89])[CH3:88]. The product is [C:87]([O:91][C:92]([NH:94][C@H:95]1[CH2:99][CH2:98][N:97]([CH2:100][C:101]([NH:1][C@:2]23[CH2:37][CH2:36][C@@H:35]([C:38]([CH3:40])=[CH2:39])[C@@H:3]2[C@@H:4]2[C@@:17]([CH3:20])([CH2:18][CH2:19]3)[C@@:16]3([CH3:21])[C@@H:7]([C@:8]4([CH3:34])[C@@H:13]([CH2:14][CH2:15]3)[C:12]([CH3:23])([CH3:22])[C:11]([C:24]3[CH:25]=[CH:26][C:27]([C:28]([OH:30])=[O:29])=[CH:32][CH:33]=3)=[CH:10][CH2:9]4)[CH2:6][CH2:5]2)=[O:103])[C:96]1=[O:104])=[O:93])([CH3:88])([CH3:89])[CH3:90]. The yield is 0.340. (3) The reactants are [C:1]([O:4][C@H:5]([C:41]1[CH:46]=[CH:45][C:44]([F:47])=[CH:43][CH:42]=1)[CH2:6][CH2:7][C@H:8]1[C:11](=[O:12])[N:10]([C:13]2[CH:18]=[CH:17][C:16]([C:19]#[CH:20])=[CH:15][CH:14]=2)[C@@H:9]1[C:21]1[CH:26]=[CH:25][C:24]([C:27]#[C:28][C:29]([CH2:36][O:37][C:38](=[O:40])[CH3:39])([OH:35])[CH2:30][O:31][C:32](=[O:34])[CH3:33])=[CH:23][CH:22]=1)(=[O:3])[CH3:2].I[C:49]1[N:53]=[CH:52][N:51]([C:54]([C:67]2[CH:72]=[CH:71][CH:70]=[CH:69][CH:68]=2)([C:61]2[CH:66]=[CH:65][CH:64]=[CH:63][CH:62]=2)[C:55]2[CH:60]=[CH:59][CH:58]=[CH:57][CH:56]=2)[N:50]=1.C(N(CC)CC)C.O. The catalyst is [I-].C([N+](CCCC)(CCCC)CCCC)CCC.CN(C=O)C.C1C=CC([P]([Pd]([P](C2C=CC=CC=2)(C2C=CC=CC=2)C2C=CC=CC=2)([P](C2C=CC=CC=2)(C2C=CC=CC=2)C2C=CC=CC=2)[P](C2C=CC=CC=2)(C2C=CC=CC=2)C2C=CC=CC=2)(C2C=CC=CC=2)C2C=CC=CC=2)=CC=1.[Cu]I. The product is [C:1]([O:4][C@H:5]([C:41]1[CH:46]=[CH:45][C:44]([F:47])=[CH:43][CH:42]=1)[CH2:6][CH2:7][C@H:8]1[C:11](=[O:12])[N:10]([C:13]2[CH:14]=[CH:15][C:16]([C:19]#[C:20][C:49]3[N:53]=[CH:52][N:51]([C:54]([C:55]4[CH:60]=[CH:59][CH:58]=[CH:57][CH:56]=4)([C:67]4[CH:68]=[CH:69][CH:70]=[CH:71][CH:72]=4)[C:61]4[CH:62]=[CH:63][CH:64]=[CH:65][CH:66]=4)[N:50]=3)=[CH:17][CH:18]=2)[C@@H:9]1[C:21]1[CH:26]=[CH:25][C:24]([C:27]#[C:28][C:29]([CH2:36][O:37][C:38](=[O:40])[CH3:39])([OH:35])[CH2:30][O:31][C:32](=[O:34])[CH3:33])=[CH:23][CH:22]=1)(=[O:3])[CH3:2]. The yield is 0.600. (4) The reactants are C[O:2][C:3]1[CH:12]=[C:11]2[C:6]([CH:7]=[CH:8][C:9]([C:13]3[C:21]4[C:16](=[CH:17][CH:18]=[C:19]([NH:22][C:23]5[CH:28]=[CH:27][N:26]=[C:25]([NH2:29])[N:24]=5)[CH:20]=4)[NH:15][N:14]=3)=[CH:10]2)=[CH:5][CH:4]=1.B(Br)(Br)Br.C[OH:35]. The catalyst is C(Cl)Cl.C1COCC1. The product is [C:3]([OH:2])(=[O:35])[CH3:12].[C:3]([OH:2])(=[O:35])[CH3:12].[NH2:29][C:25]1[N:24]=[C:23]([NH:22][C:19]2[CH:20]=[C:21]3[C:16](=[CH:17][CH:18]=2)[NH:15][N:14]=[C:13]3[C:9]2[CH:10]=[C:11]3[C:6]([CH:5]=[CH:4][C:3]([OH:2])=[CH:12]3)=[CH:7][CH:8]=2)[CH:28]=[CH:27][N:26]=1. The yield is 0.600.